From a dataset of Reaction yield outcomes from USPTO patents with 853,638 reactions. Predict the reaction yield, written as a fraction of the theoretical maximum amount of product (1.0 means a 100% yield; for example, 0.34 means a 34% yield). The reactants are Br[C:2]1[CH:3]=[N:4][N:5]([C:9]2[CH:22]=[CH:21][C:12]([C:13]([NH:15][CH2:16][CH2:17][CH2:18][O:19][CH3:20])=[O:14])=[CH:11][N:10]=2)[C:6]=1[O:7][CH3:8].[F:23][C:24]1[CH:29]=[C:28](B2OC(C)(C)C(C)(C)O2)[CH:27]=[CH:26][C:25]=1[CH2:39][C:40]#[N:41].C(=O)(O)[O-].[Na+]. The catalyst is O1CCOCC1.O.CCOC(C)=O.CC(P(C(C)(C)C)[C]1[CH][CH][CH][CH]1)(C)C.CC(P(C(C)(C)C)[C]1[CH][CH][CH][CH]1)(C)C.Cl[Pd]Cl.[Fe]. The product is [C:40]([CH2:39][C:25]1[CH:26]=[CH:27][C:28]([C:2]2[CH:3]=[N:4][N:5]([C:9]3[CH:22]=[CH:21][C:12]([C:13]([NH:15][CH2:16][CH2:17][CH2:18][O:19][CH3:20])=[O:14])=[CH:11][N:10]=3)[C:6]=2[O:7][CH3:8])=[CH:29][C:24]=1[F:23])#[N:41]. The yield is 0.471.